The task is: Binary Classification. Given a miRNA mature sequence and a target amino acid sequence, predict their likelihood of interaction.. This data is from Experimentally validated miRNA-target interactions with 360,000+ pairs, plus equal number of negative samples. The miRNA is hsa-miR-7161-5p with sequence UAAAGACUGUAGAGGCAACUGGU. The protein sequence of the target gene is MGRHLALLLLLLLLFQHFGDSDGSQRLEQTPLQFTHLEYNVTVQENSAAKTYVGHPVKMGVYITHPAWEVRYKIVSGDSENLFKAEEYILGDFCFLRIRTKGGNTAILNREVKDHYTLIVKALEKNTNVEARTKVRVQVLDTNDLRPLFSPTSYSVSLPENTAIRTSIARVSATDADIGTNGEFYYSFKDRTDMFAIHPTSGVIVLTGRLDYLETKLYEMEILAADRGMKLYGSSGISSMAKLTVHIEQANECAPVITAVTLSPSELDRDPAYAIVTVDDCDQGANGDIASLSIVAGDLL.... Result: 0 (no interaction).